Dataset: Reaction yield outcomes from USPTO patents with 853,638 reactions. Task: Predict the reaction yield, written as a fraction of the theoretical maximum amount of product (1.0 means a 100% yield; for example, 0.34 means a 34% yield). (1) The reactants are C[N:2](C)[C:3](=[N:5][C:6](=[S:18])[C:7]([NH:10][C:11](=[O:17])[O:12][C:13]([CH3:16])([CH3:15])[CH3:14])([CH3:9])[CH3:8])[CH3:4].NOS(O)(=O)=O.N1C=CC=CC=1.CO. The catalyst is C(O)C. The product is [CH3:4][C:3]1[N:5]=[C:6]([C:7]([NH:10][C:11](=[O:17])[O:12][C:13]([CH3:16])([CH3:15])[CH3:14])([CH3:9])[CH3:8])[S:18][N:2]=1. The yield is 0.960. (2) The reactants are [C:1]([O:5][C:6]([N:8]1[CH2:11][CH:10](O)[CH2:9]1)=[O:7])([CH3:4])([CH3:3])[CH3:2].N1C=CN=C1.C1(P(C2C=CC=CC=2)C2C=CC=CC=2)C=CC=CC=1.[I:37]I.C([O-])(O)=O.[Na+]. The catalyst is C1(C)C=CC=CC=1. The product is [C:1]([O:5][C:6]([N:8]1[CH2:11][CH:10]([I:37])[CH2:9]1)=[O:7])([CH3:4])([CH3:3])[CH3:2]. The yield is 0.950.